This data is from Catalyst prediction with 721,799 reactions and 888 catalyst types from USPTO. The task is: Predict which catalyst facilitates the given reaction. (1) Reactant: [NH:1]1[CH2:6][CH2:5][O:4][CH2:3][C:2]1=[O:7].[H-].[Na+].Br[CH2:11][CH2:12][CH2:13][O:14][C:15]1[CH:20]=[CH:19][CH:18]=[CH:17][C:16]=1/[CH:21]=[CH:22]/[CH:23]([CH2:36][C:37]1[CH:42]=[CH:41][C:40]([C:43]([O:45][CH3:46])=[O:44])=[CH:39][CH:38]=1)[CH2:24][CH2:25][C:26]1[CH:35]=[CH:34][C:29]([C:30]([O:32][CH3:33])=[O:31])=[CH:28][CH:27]=1.[Cl-].[NH4+]. Product: [CH3:46][O:45][C:43]([C:40]1[CH:39]=[CH:38][C:37]([CH2:36][CH:23](/[CH:22]=[CH:21]/[C:16]2[CH:17]=[CH:18][CH:19]=[CH:20][C:15]=2[O:14][CH2:13][CH2:12][CH2:11][N:1]2[CH2:6][CH2:5][O:4][CH2:3][C:2]2=[O:7])[CH2:24][CH2:25][C:26]2[CH:35]=[CH:34][C:29]([C:30]([O:32][CH3:33])=[O:31])=[CH:28][CH:27]=2)=[CH:42][CH:41]=1)=[O:44]. The catalyst class is: 3. (2) Reactant: C(=O)([O-])[O-].[K+].[K+].[CH3:7][CH:8]([CH3:34])[C@H:9]([NH:29][C:30](=[O:33])[O:31][CH3:32])[C:10](=[O:28])[N:11]1[C@H:16]([C:17]2[NH:18][C:19]([C:22]#[C:23][Si](C)(C)C)=[CH:20][N:21]=2)[CH2:15][C@@H:14]2[C@H:12]1[CH2:13]2. Product: [C:22]([C:19]1[NH:18][C:17]([C@@H:16]2[CH2:15][C@@H:14]3[C@@H:12]([CH2:13]3)[N:11]2[C:10](=[O:28])[C@@H:9]([NH:29][C:30](=[O:33])[O:31][CH3:32])[CH:8]([CH3:34])[CH3:7])=[N:21][CH:20]=1)#[CH:23]. The catalyst class is: 5. (3) Reactant: [Cl:1][C:2]1[N:3]=[C:4]([C:9]([NH:11][C@H:12]2[CH2:17][CH2:16][N:15]([C:18](=[O:35])/[CH:19]=[C:20]3/[C:21](=[O:34])[N:22]([CH2:26][C:27]([O:29]C(C)(C)C)=[O:28])[C:23](=[O:25])[S:24]/3)[CH2:14][C@H:13]2[O:36][CH3:37])=[O:10])[NH:5][C:6]=1[CH2:7][CH3:8].FC(F)(F)C(O)=O.ClCCl. Product: [Cl:1][C:2]1[N:3]=[C:4]([C:9]([NH:11][C@H:12]2[CH2:17][CH2:16][N:15]([C:18](=[O:35])/[CH:19]=[C:20]3/[C:21](=[O:34])[N:22]([CH2:26][C:27]([OH:29])=[O:28])[C:23](=[O:25])[S:24]/3)[CH2:14][C@H:13]2[O:36][CH3:37])=[O:10])[NH:5][C:6]=1[CH2:7][CH3:8]. The catalyst class is: 5. (4) Reactant: [CH2:1]([O:3][C:4](=[O:27])[CH2:5][CH:6]([N:13]1[C:21]2[C:16](=[CH:17][C:18]([O:22][CH2:23][CH2:24][O:25][NH2:26])=[CH:19][CH:20]=2)[CH:15]=[CH:14]1)[C:7]1[CH:12]=[CH:11][CH:10]=[CH:9][CH:8]=1)[CH3:2].Br.CC1C([C:35]2[NH:36][CH2:37][CH2:38][N:39]=2)=C(C)NN=1. Product: [CH2:1]([O:3][C:4](=[O:27])[CH2:5][CH:6]([N:13]1[C:21]2[C:16](=[CH:17][C:18]([O:22][CH2:23][CH2:24][O:25][NH:26][C:35]3[NH:39][CH2:38][CH2:37][N:36]=3)=[CH:19][CH:20]=2)[CH:15]=[CH:14]1)[C:7]1[CH:12]=[CH:11][CH:10]=[CH:9][CH:8]=1)[CH3:2]. The catalyst class is: 5. (5) Reactant: CC(OC(/N=N/C(OC(C)C)=O)=O)C.[Cl:15][C:16]1[C:17]([OH:26])=[C:18]([C:23](=[O:25])[CH3:24])[CH:19]=[CH:20][C:21]=1[OH:22].O[CH2:28][C:29]1[CH:34]=[CH:33][C:32]([CH:35]([O:44][CH:45]2[CH2:50][CH2:49][CH2:48][CH2:47][O:46]2)[C:36]2[CH:37]=[C:38]([CH:41]=[CH:42][CH:43]=2)[C:39]#[N:40])=[CH:31][CH:30]=1.C1(P(C2C=CC=CC=2)C2C=CC=CC=2)C=CC=CC=1. Product: [C:23]([C:18]1[CH:19]=[CH:20][C:21]([O:22][CH2:28][C:29]2[CH:30]=[CH:31][C:32]([CH:35]([O:44][CH:45]3[CH2:50][CH2:49][CH2:48][CH2:47][O:46]3)[C:36]3[CH:37]=[C:38]([CH:41]=[CH:42][CH:43]=3)[C:39]#[N:40])=[CH:33][CH:34]=2)=[C:16]([Cl:15])[C:17]=1[OH:26])(=[O:25])[CH3:24]. The catalyst class is: 7. (6) Reactant: [CH3:1][C:2]1[CH:9]=[CH:8][CH:7]=[CH:6][C:3]=1[CH2:4][NH2:5].[Cl:10][C:11]1[C:16]([Cl:17])=[CH:15][CH:14]=[CH:13][C:12]=1[N:18]=[C:19]=S.[N-:21]=[N+:22]=[N-:23].[Na+]. Product: [Cl:10][C:11]1[C:16]([Cl:17])=[CH:15][CH:14]=[CH:13][C:12]=1[N:18]1[C:19]([NH:5][CH2:4][C:3]2[CH:6]=[CH:7][CH:8]=[CH:9][C:2]=2[CH3:1])=[N:23][N:22]=[N:21]1. The catalyst class is: 1. (7) Reactant: [OH-].[Na+].O.[CH2:4]([SH:6])[CH3:5].[CH3:7][C:8]1([CH3:31])[O:12][N:11]=[C:10]([S:13][CH2:14][C:15]2[C:16]([C:27]([F:30])([F:29])[F:28])=[N:17][N:18]([C:21]3[CH:26]=[CH:25][CH:24]=[CH:23][CH:22]=3)[C:19]=2F)[CH2:9]1. Product: [CH3:7][C:8]1([CH3:31])[O:12][N:11]=[C:10]([S:13][CH2:14][C:15]2[C:16]([C:27]([F:30])([F:29])[F:28])=[N:17][N:18]([C:21]3[CH:26]=[CH:25][CH:24]=[CH:23][CH:22]=3)[C:19]=2[S:6][CH2:4][CH3:5])[CH2:9]1. The catalyst class is: 9. (8) Reactant: [NH:1]1[CH2:4][CH:3]([C:5]2[O:6][C:7]([CH2:10][C:11]3[S:12][C:13]4[CH:19]=[C:18]([C:20]5[CH:25]=[CH:24][CH:23]=[CH:22][CH:21]=5)[CH:17]=[CH:16][C:14]=4[N:15]=3)=[N:8][N:9]=2)[CH2:2]1.[CH:26](=O)[C:27]([CH3:30])([CH3:29])[CH3:28].C(O[BH-](OC(=O)C)OC(=O)C)(=O)C.[Na+].O. Product: [CH2:26]([N:1]1[CH2:4][CH:3]([C:5]2[O:6][C:7]([CH2:10][C:11]3[S:12][C:13]4[CH:19]=[C:18]([C:20]5[CH:25]=[CH:24][CH:23]=[CH:22][CH:21]=5)[CH:17]=[CH:16][C:14]=4[N:15]=3)=[N:8][N:9]=2)[CH2:2]1)[C:27]([CH3:30])([CH3:29])[CH3:28]. The catalyst class is: 411.